The task is: Regression. Given two drug SMILES strings and cell line genomic features, predict the synergy score measuring deviation from expected non-interaction effect.. This data is from NCI-60 drug combinations with 297,098 pairs across 59 cell lines. Cell line: HCT116. Synergy scores: CSS=46.6, Synergy_ZIP=-7.20, Synergy_Bliss=-5.26, Synergy_Loewe=-6.83, Synergy_HSA=-1.74. Drug 1: CC1C(C(CC(O1)OC2CC(CC3=C2C(=C4C(=C3O)C(=O)C5=C(C4=O)C(=CC=C5)OC)O)(C(=O)C)O)N)O.Cl. Drug 2: CCC1(C2=C(COC1=O)C(=O)N3CC4=CC5=C(C=CC(=C5CN(C)C)O)N=C4C3=C2)O.Cl.